From a dataset of Tyrosyl-DNA phosphodiesterase HTS with 341,365 compounds. Binary Classification. Given a drug SMILES string, predict its activity (active/inactive) in a high-throughput screening assay against a specified biological target. The molecule is Clc1sc(C(=O)CSc2[n+]([O-])cccc2)cc1. The result is 0 (inactive).